This data is from Human liver microsome stability data. The task is: Regression/Classification. Given a drug SMILES string, predict its absorption, distribution, metabolism, or excretion properties. Task type varies by dataset: regression for continuous measurements (e.g., permeability, clearance, half-life) or binary classification for categorical outcomes (e.g., BBB penetration, CYP inhibition). Dataset: hlm. (1) The molecule is CCN(CC)CCCC(C)Nc1ccnc2c(NC(C)CCCN(CC)CC)ccnc12. The result is 0 (unstable in human liver microsomes). (2) The compound is O=C(CCCc1ccc(F)cc1)N[C@@H](Cc1c[nH]c2ccccc12)C(=O)Nc1ccncc1. The result is 1 (stable in human liver microsomes). (3) The compound is Cc1nc2ccccc2nc1SCC(=O)NC(=O)Nc1ccccc1. The result is 0 (unstable in human liver microsomes). (4) The molecule is COc1cc(N2CCN(C3CCN(c4ccc(F)c5cc(C(F)(F)F)cnc45)CC3)CC2)c2ncccc2c1. The result is 1 (stable in human liver microsomes). (5) The compound is O=C(N[C@H]1CN2CCC1CC2)c1ccc2ccoc2c1. The result is 0 (unstable in human liver microsomes). (6) The drug is C[C@@H]1CCCN1CCCOc1ccc(-c2ccc(=O)n(C)c2)cc1. The result is 0 (unstable in human liver microsomes). (7) The compound is CN1CCN(c2ccc(C3CC(c4ccc([N+](=O)[O-])o4)=NO3)cn2)C(=O)C1. The result is 0 (unstable in human liver microsomes). (8) The drug is Cc1ccc(S(=O)(=O)N2CCC(C(=O)Nc3ccc4cc(C(=O)O)ccc4c3)CC2)c(C)c1. The result is 0 (unstable in human liver microsomes). (9) The compound is CC(C)[C@]1(C(=O)N2C[C@@H]3C[C@H]2CN3C(=O)C2CCC2)CC[C@@H](NC2CCOCC2F)C1. The result is 1 (stable in human liver microsomes).